This data is from Peptide-MHC class II binding affinity with 134,281 pairs from IEDB. The task is: Regression. Given a peptide amino acid sequence and an MHC pseudo amino acid sequence, predict their binding affinity value. This is MHC class II binding data. (1) The peptide sequence is HAATAGTTVYGAFAA. The MHC is HLA-DPA10103-DPB10401 with pseudo-sequence HLA-DPA10103-DPB10401. The binding affinity (normalized) is 0.117. (2) The binding affinity (normalized) is 0.246. The peptide sequence is PPPPQLGASPYKLGP. The MHC is DRB5_0101 with pseudo-sequence DRB5_0101. (3) The peptide sequence is KNTIVIPKGDFLTGP. The binding affinity (normalized) is 0.359. The MHC is DRB1_1201 with pseudo-sequence DRB1_1201. (4) The peptide sequence is IDDRFANALLALNDMGK. The MHC is DRB1_0301 with pseudo-sequence DRB1_0301. The binding affinity (normalized) is 0.164. (5) The peptide sequence is KRTYSDRGWGNGCGL. The MHC is DRB1_1302 with pseudo-sequence DRB1_1302. The binding affinity (normalized) is 0.0729. (6) The peptide sequence is YLKFLANVSTVLTGK. The MHC is DRB1_1302 with pseudo-sequence DRB1_1302. The binding affinity (normalized) is 0.871. (7) The peptide sequence is IGRMLNILNRRRRTA. The MHC is DRB1_1101 with pseudo-sequence DRB1_1101. The binding affinity (normalized) is 0.988.